From a dataset of CYP2C9 inhibition data for predicting drug metabolism from PubChem BioAssay. Regression/Classification. Given a drug SMILES string, predict its absorption, distribution, metabolism, or excretion properties. Task type varies by dataset: regression for continuous measurements (e.g., permeability, clearance, half-life) or binary classification for categorical outcomes (e.g., BBB penetration, CYP inhibition). Dataset: cyp2c9_veith. (1) The compound is O=[N+]([O-])c1ccc(C2CCCC/C2=N\OCc2cccc(F)c2)c([N+](=O)[O-])c1. The result is 1 (inhibitor). (2) The drug is CCOC(=O)C1=C(C)N(C)C(=S)NC1c1ccccc1Cl. The result is 1 (inhibitor). (3) The molecule is CCNc1ncc2nc(C)c(=O)n(Cc3ccc(F)cc3)c2n1. The result is 0 (non-inhibitor). (4) The drug is C[C@H](CN(C)C)C(C#N)(c1ccccc1)c1ccccc1. The result is 0 (non-inhibitor).